This data is from Catalyst prediction with 721,799 reactions and 888 catalyst types from USPTO. The task is: Predict which catalyst facilitates the given reaction. Product: [Cl:29][C:27]1[N:26]=[N:25][C:24]([O:6][C:5]2[C:7]([CH3:11])=[CH:8][CH:9]=[CH:10][C:4]=2[CH:1]2[CH2:3][CH2:2]2)=[C:23]([OH:22])[CH:28]=1. Reactant: [CH:1]1([C:4]2[CH:10]=[CH:9][CH:8]=[C:7]([CH3:11])[C:5]=2[O-:6])[CH2:3][CH2:2]1.[Na+].C(O)CCCCCCC.[OH:22][C:23]1[CH:28]=[C:27]([Cl:29])[N:26]=[N:25][C:24]=1Cl.C1(C2C=CC=C(C)C=2O)CC1. The catalyst class is: 93.